Dataset: Forward reaction prediction with 1.9M reactions from USPTO patents (1976-2016). Task: Predict the product of the given reaction. (1) Given the reactants CC(C)(OC(=O)[N:6]([CH2:61][CH2:62][NH:63]C(=O)OC(C)(C)C)[CH2:7][CH:8]([CH2:28][C:29](=[O:60])[NH:30][CH2:31][CH2:32][CH2:33][CH2:34][CH2:35][C:36](=[O:59])[NH:37][CH2:38][C:39](=[O:58])[N:40]1[CH2:44][CH2:43][CH2:42][C@H:41]1[B:45]1[O:49][CH:48]2[CH2:50][C@@H:51]3[CH2:54][C@H:53]([C@:47]2([CH3:57])[O:46]1)[C:52]3([CH3:56])[CH3:55])[CH2:9][N:10]([CH2:18][CH2:19][NH:20]C(=O)OC(C)(C)C)C(=O)OC(C)(C)C)C.[ClH:73], predict the reaction product. The product is: [ClH:73].[ClH:73].[ClH:73].[ClH:73].[NH2:63][CH2:62][CH2:61][NH:6][CH2:7][CH:8]([CH2:9][NH:10][CH2:18][CH2:19][NH2:20])[CH2:28][C:29]([NH:30][CH2:31][CH2:32][CH2:33][CH2:34][CH2:35][C:36]([NH:37][CH2:38][C:39](=[O:58])[N:40]1[CH2:44][CH2:43][CH2:42][C@H:41]1[B:45]1[O:49][CH:48]2[CH2:50][C@@H:51]3[CH2:54][C@H:53]([C@:47]2([CH3:57])[O:46]1)[C:52]3([CH3:56])[CH3:55])=[O:59])=[O:60]. (2) Given the reactants [CH2:1]([O:3][C:4]1[CH:9]=[CH:8][C:7]([C:10]2[C:15](=[O:16])[N:14]3[CH:17]=[CH:18][S:19][C:13]3=[N:12][C:11]=2[CH3:20])=[CH:6][CH:5]=1)[CH3:2].[CH:21]1([CH2:24][O:25][C:26]2[C:33]([O:34][CH3:35])=[CH:32][CH:31]=[CH:30][C:27]=2[CH:28]=O)[CH2:23][CH2:22]1.[O-]CC.[Na+], predict the reaction product. The product is: [CH:21]1([CH2:24][O:25][C:26]2[C:33]([O:34][CH3:35])=[CH:32][CH:31]=[CH:30][C:27]=2/[CH:28]=[CH:20]/[C:11]2[N:12]=[C:13]3[S:19][CH:18]=[CH:17][N:14]3[C:15](=[O:16])[C:10]=2[C:7]2[CH:6]=[CH:5][C:4]([O:3][CH2:1][CH3:2])=[CH:9][CH:8]=2)[CH2:22][CH2:23]1. (3) Given the reactants [O:1]=[C:2]1[C:6]2([CH2:11][CH2:10][N:9]([C:12]([O:14][C:15]([CH3:18])([CH3:17])[CH3:16])=[O:13])[CH2:8][CH2:7]2)[CH2:5][CH2:4][N:3]1[C:19]1[CH2:20][O:21][C:22](=[O:24])[CH:23]=1.C1C(=O)N([Br:32])C(=O)C1, predict the reaction product. The product is: [Br:32][C:23]1[C:22](=[O:24])[O:21][CH2:20][C:19]=1[N:3]1[CH2:4][CH2:5][C:6]2([CH2:11][CH2:10][N:9]([C:12]([O:14][C:15]([CH3:17])([CH3:18])[CH3:16])=[O:13])[CH2:8][CH2:7]2)[C:2]1=[O:1]. (4) Given the reactants [ClH:1].[C:2]([C:6]1[CH:11]=[CH:10][C:9]([C:12]2[CH:13]=[C:14]([CH:19]=[CH:20][N:21]=2)[C:15]([O:17][CH3:18])=[O:16])=[CH:8][CH:7]=1)([CH3:5])([CH3:4])[CH3:3], predict the reaction product. The product is: [ClH:1].[C:2]([C:6]1[CH:11]=[CH:10][C:9]([CH:12]2[CH2:13][CH:14]([C:15]([O:17][CH3:18])=[O:16])[CH2:19][CH2:20][NH:21]2)=[CH:8][CH:7]=1)([CH3:5])([CH3:3])[CH3:4]. (5) Given the reactants [Br:1][C:2]1[O:6][C:5]([C:7]#[N:8])=[CH:4][CH:3]=1.[N-:9]=[N+:10]=[N-:11].[Na+].Cl.C(N(CC)CC)C, predict the reaction product. The product is: [Br:1][C:2]1[O:6][C:5]([C:7]2[NH:11][N:10]=[N:9][N:8]=2)=[CH:4][CH:3]=1. (6) The product is: [Si:38]([O:37][CH2:36][CH2:35][CH2:34][CH2:33][N:27]([C:5]1[CH:4]=[N:3][N:2]([CH3:1])[C:6]=1[NH:7][C:8]([C:15]1[CH:20]=[CH:19][CH:18]=[CH:17][CH:16]=1)([C:21]1[CH:22]=[CH:23][CH:24]=[CH:25][CH:26]=1)[C:9]1[CH:10]=[CH:11][CH:12]=[CH:13][CH:14]=1)[CH:28]=[O:29])([C:41]([CH3:42])([CH3:43])[CH3:44])([CH3:39])[CH3:40]. Given the reactants [CH3:1][N:2]1[C:6]([NH:7][C:8]([C:21]2[CH:26]=[CH:25][CH:24]=[CH:23][CH:22]=2)([C:15]2[CH:20]=[CH:19][CH:18]=[CH:17][CH:16]=2)[C:9]2[CH:14]=[CH:13][CH:12]=[CH:11][CH:10]=2)=[C:5]([NH:27][CH:28]=[O:29])[CH:4]=[N:3]1.[H-].[Na+].Br[CH2:33][CH2:34][CH2:35][CH2:36][O:37][Si:38]([C:41]([CH3:44])([CH3:43])[CH3:42])([CH3:40])[CH3:39].[Na+].[I-], predict the reaction product. (7) Given the reactants [F:1][C:2]1[C:3]([N+:17]([O-])=O)=[C:4]([CH:7]=[C:8]([O:15][CH3:16])[C:9]=1[O:10][CH2:11][CH2:12][O:13][CH3:14])[C:5]#[N:6].S(S([O-])=O)([O-])=O.[Na+].[Na+].CCOC(C)=O, predict the reaction product. The product is: [NH2:17][C:3]1[C:2]([F:1])=[C:9]([O:10][CH2:11][CH2:12][O:13][CH3:14])[C:8]([O:15][CH3:16])=[CH:7][C:4]=1[C:5]#[N:6]. (8) Given the reactants [C:1]([O:5][C:6](=[O:27])[NH:7][CH2:8][C:9]1[CH:14]=[C:13]([O:15][C:16]2[CH:21]=[CH:20][C:19]([CH3:22])=[C:18]([F:23])[CH:17]=2)[CH:12]=[CH:11][C:10]=1[N+:24]([O-])=O)([CH3:4])([CH3:3])[CH3:2].[Cl-].[NH4+].C(O)C, predict the reaction product. The product is: [C:1]([O:5][C:6](=[O:27])[NH:7][CH2:8][C:9]1[CH:14]=[C:13]([O:15][C:16]2[CH:21]=[CH:20][C:19]([CH3:22])=[C:18]([F:23])[CH:17]=2)[CH:12]=[CH:11][C:10]=1[NH2:24])([CH3:4])([CH3:2])[CH3:3]. (9) Given the reactants [Br:1][C:2]1[CH:7]=[CH:6][C:5]([CH2:8][CH2:9][C:10]([OH:12])=O)=[CH:4][CH:3]=1.S(Cl)([Cl:15])=O, predict the reaction product. The product is: [Br:1][C:2]1[CH:7]=[CH:6][C:5]([CH2:8][CH2:9][C:10]([Cl:15])=[O:12])=[CH:4][CH:3]=1.